This data is from Forward reaction prediction with 1.9M reactions from USPTO patents (1976-2016). The task is: Predict the product of the given reaction. (1) Given the reactants [C:1]([N:20]1[CH:24]=[C:23]([C:25]2[CH:30]=[CH:29][CH:28]=[CH:27][C:26]=2[OH:31])[N:22]=[CH:21]1)([C:14]1[CH:19]=[CH:18][CH:17]=[CH:16][CH:15]=1)([C:8]1[CH:13]=[CH:12][CH:11]=[CH:10][CH:9]=1)[C:2]1[CH:7]=[CH:6][CH:5]=[CH:4][CH:3]=1.[H-].[Na+].[CH3:34][C:35]1[CH:40]=[CH:39][C:38]([S:41]([O:44][CH2:45][CH2:46][C:47]([CH3:62])([CH3:61])[CH2:48][CH2:49]OS(C2C=CC(C)=CC=2)(=O)=O)(=[O:43])=[O:42])=[CH:37][CH:36]=1, predict the reaction product. The product is: [CH3:34][C:35]1[CH:40]=[CH:39][C:38]([S:41]([O:44][CH2:45][CH2:46][C:47]([CH3:61])([CH3:62])[CH2:48][CH2:49][O:31][C:26]2[CH:27]=[CH:28][CH:29]=[CH:30][C:25]=2[C:23]2[N:22]=[CH:21][N:20]([C:1]([C:14]3[CH:19]=[CH:18][CH:17]=[CH:16][CH:15]=3)([C:2]3[CH:7]=[CH:6][CH:5]=[CH:4][CH:3]=3)[C:8]3[CH:9]=[CH:10][CH:11]=[CH:12][CH:13]=3)[CH:24]=2)(=[O:43])=[O:42])=[CH:37][CH:36]=1. (2) Given the reactants [Cl:1][C:2]1[C:10]2[C:9](=[O:11])[NH:8][N:7]=[CH:6][C:5]=2[N:4](COCC[Si](C)(C)C)[C:3]=1[C:20]1[CH:25]=[CH:24][C:23]([O:26][CH:27]([F:29])[F:28])=[C:22]([O:30][CH:31]2[CH2:33][CH2:32]2)[CH:21]=1.Cl, predict the reaction product. The product is: [Cl:1][C:2]1[C:10]2[C:9](=[O:11])[NH:8][N:7]=[CH:6][C:5]=2[NH:4][C:3]=1[C:20]1[CH:25]=[CH:24][C:23]([O:26][CH:27]([F:29])[F:28])=[C:22]([O:30][CH:31]2[CH2:32][CH2:33]2)[CH:21]=1. (3) Given the reactants F[C:2](F)(F)C(O)=O.[Cl:8][C:9]1[CH:17]=[CH:16][CH:15]=[C:14]2[C:10]=1[CH:11]=[C:12]([C:18]([NH:20][C@@H:21]1[CH2:25][CH2:24][NH:23][CH2:22]1)=[O:19])[NH:13]2.N, predict the reaction product. The product is: [Cl:8][C:9]1[CH:17]=[CH:16][CH:15]=[C:14]2[C:10]=1[CH:11]=[C:12]([C:18]([NH:20][C@@H:21]1[CH2:25][CH2:24][N:23]([CH3:2])[CH2:22]1)=[O:19])[NH:13]2.